This data is from NCI-60 drug combinations with 297,098 pairs across 59 cell lines. The task is: Regression. Given two drug SMILES strings and cell line genomic features, predict the synergy score measuring deviation from expected non-interaction effect. (1) Drug 1: CC1C(C(=O)NC(C(=O)N2CCCC2C(=O)N(CC(=O)N(C(C(=O)O1)C(C)C)C)C)C(C)C)NC(=O)C3=C4C(=C(C=C3)C)OC5=C(C(=O)C(=C(C5=N4)C(=O)NC6C(OC(=O)C(N(C(=O)CN(C(=O)C7CCCN7C(=O)C(NC6=O)C(C)C)C)C)C(C)C)C)N)C. Drug 2: CC1=CC=C(C=C1)C2=CC(=NN2C3=CC=C(C=C3)S(=O)(=O)N)C(F)(F)F. Cell line: SK-OV-3. Synergy scores: CSS=13.3, Synergy_ZIP=-2.37, Synergy_Bliss=6.84, Synergy_Loewe=-17.6, Synergy_HSA=4.29. (2) Drug 1: CC12CCC3C(C1CCC2=O)CC(=C)C4=CC(=O)C=CC34C. Drug 2: C1C(C(OC1N2C=C(C(=O)NC2=O)F)CO)O. Cell line: MCF7. Synergy scores: CSS=47.6, Synergy_ZIP=4.21, Synergy_Bliss=4.77, Synergy_Loewe=7.50, Synergy_HSA=8.22. (3) Drug 1: CC1=C(C=C(C=C1)NC2=NC=CC(=N2)N(C)C3=CC4=NN(C(=C4C=C3)C)C)S(=O)(=O)N.Cl. Drug 2: CN(CCCl)CCCl.Cl. Cell line: SF-295. Synergy scores: CSS=10.4, Synergy_ZIP=-2.87, Synergy_Bliss=-1.67, Synergy_Loewe=-1.51, Synergy_HSA=-1.48. (4) Drug 1: CC1=C(C=C(C=C1)NC(=O)C2=CC=C(C=C2)CN3CCN(CC3)C)NC4=NC=CC(=N4)C5=CN=CC=C5. Synergy scores: CSS=9.85, Synergy_ZIP=2.87, Synergy_Bliss=-0.535, Synergy_Loewe=-28.4, Synergy_HSA=-9.28. Drug 2: C1=CC=C(C=C1)NC(=O)CCCCCCC(=O)NO. Cell line: DU-145.